From a dataset of Forward reaction prediction with 1.9M reactions from USPTO patents (1976-2016). Predict the product of the given reaction. (1) Given the reactants C(OC([NH:8][C@@:9]1([CH3:16])[C:13]2([CH2:15][CH2:14]2)[CH2:12][NH:11][CH2:10]1)=O)(C)(C)C.F[C:18]1([N:21]2[C:30]3[C:25](=[CH:26][CH:27]=[C:28](F)[C:29]=3[CH3:31])[C:24](=[O:33])[C:23]([C:34]([OH:36])=[O:35])=[CH:22]2)[CH2:20][CH2:19]1.C(N(CC)CC)C.C(O)(=O)CC(CC(O)=O)(C(O)=O)O, predict the reaction product. The product is: [NH2:8][C@@:9]1([CH3:16])[C:13]2([CH2:14][CH2:15]2)[CH2:12][N:11]([C:28]2[C:29]([CH3:31])=[C:30]3[C:25]([C:24](=[O:33])[C:23]([C:34]([OH:36])=[O:35])=[CH:22][N:21]3[CH:18]3[CH2:19][CH2:20]3)=[CH:26][CH:27]=2)[CH2:10]1. (2) Given the reactants FC(F)(F)C(O)=O.[CH3:8][N:9]1[CH2:14][CH2:13][N:12]([C:15]2[CH:20]=[CH:19][C:18]([NH:21][C:22]3[N:27]=[C:26]4[N:28](C5CCCCO5)[N:29]=[CH:30][C:25]4=[C:24]([C:37]4[CH:38]=[C:39]([NH:43][C:44](=[O:47])[CH:45]=[CH2:46])[CH:40]=[CH:41][CH:42]=4)[N:23]=3)=[CH:17][CH:16]=2)[CH2:11][CH2:10]1, predict the reaction product. The product is: [CH3:8][N:9]1[CH2:10][CH2:11][N:12]([C:15]2[CH:16]=[CH:17][C:18]([NH:21][C:22]3[N:27]=[C:26]4[NH:28][N:29]=[CH:30][C:25]4=[C:24]([C:37]4[CH:38]=[C:39]([NH:43][C:44](=[O:47])[CH:45]=[CH2:46])[CH:40]=[CH:41][CH:42]=4)[N:23]=3)=[CH:19][CH:20]=2)[CH2:13][CH2:14]1. (3) Given the reactants [N:1]1[C:10]2[C:5](=[N:6][CH:7]=[CH:8][CH:9]=2)[CH:4]=[CH:3][C:2]=1[NH2:11].[C:12]1([CH3:25])[CH:17]=[C:16]([CH3:18])[CH:15]=[C:14]([CH3:19])[C:13]=1[S:20]([O:23][NH2:24])(=[O:22])=[O:21], predict the reaction product. The product is: [NH2:24][N:1]1[C:10]2[C:5](=[N:6][CH:7]=[CH:8][CH:9]=2)[CH:4]=[CH:3][C:2]1=[NH2+:11].[CH3:19][C:14]1[CH:15]=[C:16]([CH3:18])[CH:17]=[C:12]([CH3:25])[C:13]=1[S:20]([O-:23])(=[O:22])=[O:21]. (4) Given the reactants I[C:2]1[CH:7]=[CH:6][C:5]([CH2:8][N:9]2[CH2:13][CH2:12][CH2:11][C:10]2=[O:14])=[CH:4][CH:3]=1.[F:15][C:16]([F:27])([F:26])[C:17]1[C:18]2[CH2:25][CH2:24][O:23][CH2:22][C:19]=2[NH:20][N:21]=1, predict the reaction product. The product is: [F:26][C:16]([F:15])([F:27])[C:17]1[C:18]2[CH2:25][CH2:24][O:23][CH2:22][C:19]=2[N:20]([C:2]2[CH:7]=[CH:6][C:5]([CH2:8][N:9]3[CH2:13][CH2:12][CH2:11][C:10]3=[O:14])=[CH:4][CH:3]=2)[N:21]=1. (5) Given the reactants [ClH:1].[N+:2]([C:5]1[CH:10]=[CH:9][C:8]([CH2:11][CH2:12][NH:13][CH2:14][C@@H:15]([C:17]2[CH:22]=[CH:21][CH:20]=[CH:19][CH:18]=2)[OH:16])=[CH:7][CH:6]=1)([O-])=O.[H][H], predict the reaction product. The product is: [ClH:1].[NH2:2][C:5]1[CH:6]=[CH:7][C:8]([CH2:11][CH2:12][NH:13][CH2:14][C@@H:15]([C:17]2[CH:18]=[CH:19][CH:20]=[CH:21][CH:22]=2)[OH:16])=[CH:9][CH:10]=1. (6) Given the reactants [OH:1][C:2]1[CH:3]=[C:4]([C:14]2[N:15](C(OC(C)(C)C)=O)[C:16]([C:19]3[S:20][CH:21]=[CH:22][N:23]=3)=[CH:17][CH:18]=2)[CH:5]=[C:6]([O:8][C@@H:9]([CH3:13])[CH2:10][O:11][CH3:12])[CH:7]=1.[N:31]1([C:35]([C:37]2[CH:38]=[C:39]([Cl:44])[C:40](Cl)=[N:41][CH:42]=2)=[O:36])[CH2:34][CH2:33][CH2:32]1.[H-].[Na+].[Cl-].[NH4+], predict the reaction product. The product is: [N:31]1([C:35]([C:37]2[CH:38]=[C:39]([Cl:44])[C:40]([O:1][C:2]3[CH:3]=[C:4]([C:14]4[NH:15][C:16]([C:19]5[S:20][CH:21]=[CH:22][N:23]=5)=[CH:17][CH:18]=4)[CH:5]=[C:6]([O:8][C@@H:9]([CH3:13])[CH2:10][O:11][CH3:12])[CH:7]=3)=[N:41][CH:42]=2)=[O:36])[CH2:34][CH2:33][CH2:32]1.